This data is from Experimentally validated miRNA-target interactions with 360,000+ pairs, plus equal number of negative samples. The task is: Binary Classification. Given a miRNA mature sequence and a target amino acid sequence, predict their likelihood of interaction. (1) The miRNA is hsa-miR-6744-3p with sequence GGGCCUCUCUUGUCAUCCUGCAG. The protein sequence of the target gene is MARGGDTGCTGPSETSASGAAAIALPGLEGPATDAQCQTLPLTVLKSRSPSPRSLPPALSCPPPQPAMLEHLSSLPTQMDYKGQKLAEQMFQGIILFSAIVGFIYGYVAEQFGWTVYIVMAGFAFSCLLTLPPWPIYRRHPLKWLPVQESSTDDKKPGERKIKRHAKNN. Result: 1 (interaction). (2) The miRNA is hsa-miR-450a-1-3p with sequence AUUGGGAACAUUUUGCAUGUAU. The protein sequence of the target gene is MDCYRTSLSSSWIYPTVILCLFGFFSMMRPSEPFLIPYLSGPDKNLTSAEITNEIFPVWTYSYLVLLLPVFVLTDYVRYKPVIILQGISFIITWLLLLFGQGVKTMQVVEFFYGMVTAAEVAYYAYIYSVVSPEHYQRVSGYCRSVTLAAYTAGSVLAQLLVSLANMSYFYLNVISLASVSVAFLFSLFLPMPKKSMFFHAKPSREIKKSSSVNPVLEETHEGEAPGCEEQKPTSEILSTSGKLNKGQLNSLKPSNVTVDVFVQWFQDLKECYSSKRLFYWSLWWAFATAGFNQVLNYVQ.... Result: 1 (interaction). (3) The miRNA is hsa-miR-643 with sequence ACUUGUAUGCUAGCUCAGGUAG. The protein sequence of the target gene is MAKREDSPGPEVQPMDKQFLVCSICLDRYQCPKVLPCLHTFCERCLQNYIPAQSLTLSCPVCRQTSILPEQGVSALQNNFFISSLMEAMQQAPDGAHDPEDPHPLSVVAGRPLSCPNHEGKTMEFYCEACETAMCGECRAGEHREHGTVLLRDVVEQHKAALQRQLEAVRGRLPQLSAAIALVGGISQQLQERKAEALAQISAAFEDLEQALQQRKQALVSDLETICGAKQKVLQSQLDTLRQGQEHIGSSCSFAEQALRLGSAPEVLLVRKHMRERLAALAAQAFPERPHENAQLELVL.... Result: 0 (no interaction). (4) The miRNA is hsa-miR-130b-5p with sequence ACUCUUUCCCUGUUGCACUAC. The protein sequence of the target gene is MSGGRAPAVLLGGVASLLLSFVWMPALLPVASRLLLLPRVLLTMASGSPPTQPSPASDSGSGYVPGSVSAAFVTCPNEKVAKEIARAVVEKRLAACVNLIPQITSIYEWKGKIEEDSEVLMMIKTQSSLVPALTDFVRSVHPYEVAEVIALPVEQGNFPYLQWVRQVTESVSDSITVLP. Result: 0 (no interaction). (5) The miRNA is hsa-miR-300 with sequence UAUACAAGGGCAGACUCUCUCU. The protein sequence of the target gene is MDPLSPPLCTLPPGPEPPRFVCYCEGEESGEGDRGGFNLYVTDAAELWSTCFTPDSLAALKARFGLSAAEDITPRFRAACEQQAVALTLQEDRASLTLSGGPSALAFDLSKVPGPEAAPRLRALTLGLAKRVWSLERRLAAAEETAVSPRKSPRPAGPQLFLPDPDPQRGGPGPGVRRRCPGESLINPGFKSKKPAGGVDFDET. Result: 0 (no interaction).